From a dataset of NCI-60 drug combinations with 297,098 pairs across 59 cell lines. Regression. Given two drug SMILES strings and cell line genomic features, predict the synergy score measuring deviation from expected non-interaction effect. (1) Drug 1: C1CCC(C1)C(CC#N)N2C=C(C=N2)C3=C4C=CNC4=NC=N3. Drug 2: CCCCCOC(=O)NC1=NC(=O)N(C=C1F)C2C(C(C(O2)C)O)O. Cell line: NCI-H522. Synergy scores: CSS=12.9, Synergy_ZIP=-2.52, Synergy_Bliss=0.995, Synergy_Loewe=-3.52, Synergy_HSA=1.20. (2) Drug 1: C1=CN(C=N1)CC(O)(P(=O)(O)O)P(=O)(O)O. Drug 2: C(CCl)NC(=O)N(CCCl)N=O. Cell line: T-47D. Synergy scores: CSS=8.33, Synergy_ZIP=4.10, Synergy_Bliss=5.81, Synergy_Loewe=3.48, Synergy_HSA=4.82.